This data is from Forward reaction prediction with 1.9M reactions from USPTO patents (1976-2016). The task is: Predict the product of the given reaction. (1) Given the reactants Cl[C:2]1[N:7]=[C:6]([CH2:8][S:9]([CH3:12])(=[O:11])=[O:10])[N:5]=[C:4]([C:13]2[CH:14]=[C:15]3[C:19](=[CH:20][CH:21]=2)[NH:18][CH:17]=[CH:16]3)[CH:3]=1.[NH:22]1[CH2:27][CH2:26][O:25][CH2:24][CH2:23]1, predict the reaction product. The product is: [CH3:12][S:9]([CH2:8][C:6]1[N:5]=[C:4]([C:13]2[CH:14]=[C:15]3[C:19](=[CH:20][CH:21]=2)[NH:18][CH:17]=[CH:16]3)[CH:3]=[C:2]([N:22]2[CH2:27][CH2:26][O:25][CH2:24][CH2:23]2)[N:7]=1)(=[O:11])=[O:10]. (2) Given the reactants C[O:2][C:3]1[CH:4]=[CH:5][C:6]2[CH2:12][CH2:11][C:10]([CH3:14])([CH3:13])[C:9](=[O:15])[NH:8][C:7]=2[CH:16]=1.B(Br)(Br)Br.CCOCC, predict the reaction product. The product is: [OH:2][C:3]1[CH:4]=[CH:5][C:6]2[CH2:12][CH2:11][C:10]([CH3:13])([CH3:14])[C:9](=[O:15])[NH:8][C:7]=2[CH:16]=1. (3) Given the reactants Br[C:2]1[N:7]=[C:6]2[N:8]([CH3:12])[CH:9]=[C:10]([CH3:11])[C:5]2=[CH:4][CH:3]=1.B1(B2OC(C)(C)C(C)(C)O2)OC(C)(C)C(C)(C)O1.ClCCl.C([O-])(=O)C.[K+].Br[C:40]1[S:41][C:42]2[C:48]([C:49]3[CH:54]=[CH:53][C:52]([Cl:55])=[CH:51][CH:50]=3)=[C:47]([C@H:56]([O:62][C:63]([CH3:66])([CH3:65])[CH3:64])[C:57]([O:59][CH2:60][CH3:61])=[O:58])[C:46]([CH3:67])=[CH:45][C:43]=2[N:44]=1.C([O-])([O-])=O.[K+].[K+], predict the reaction product. The product is: [C:63]([O:62][C@@H:56]([C:47]1[C:46]([CH3:67])=[CH:45][C:43]2[N:44]=[C:40]([C:2]3[N:7]=[C:6]4[N:8]([CH3:12])[CH:9]=[C:10]([CH3:11])[C:5]4=[CH:4][CH:3]=3)[S:41][C:42]=2[C:48]=1[C:49]1[CH:50]=[CH:51][C:52]([Cl:55])=[CH:53][CH:54]=1)[C:57]([O:59][CH2:60][CH3:61])=[O:58])([CH3:64])([CH3:65])[CH3:66].